This data is from Reaction yield outcomes from USPTO patents with 853,638 reactions. The task is: Predict the reaction yield, written as a fraction of the theoretical maximum amount of product (1.0 means a 100% yield; for example, 0.34 means a 34% yield). (1) The reactants are [C:1]([CH2:3][C:4]([OH:6])=[O:5])#[N:2].[CH2:7]([CH:9]([CH2:12][CH2:13][CH2:14][CH3:15])[CH2:10]O)[CH3:8].O.C1(C)C=CC(S(O)(=O)=O)=CC=1. The catalyst is O. The product is [C:1]([CH2:3][C:4]([O:6][CH2:10][CH:9]([CH2:7][CH3:8])[CH2:12][CH2:13][CH2:14][CH3:15])=[O:5])#[N:2]. The yield is 0.920. (2) The reactants are [CH2:1]([O:8][PH:9]([CH2:11][CH2:12][CH2:13][CH2:14][C:15]1[CH:20]=[CH:19][CH:18]=[CH:17][CH:16]=1)=[O:10])[C:2]1[CH:7]=[CH:6][CH:5]=[CH:4][CH:3]=1.C[Si]([CH:25]([Si](C)(C)C)[C:26](N)=O)(C)C.[NH2:33][C@H:34]([C:46]([NH:48][C@H:49]([C:68]([OH:70])=[O:69])[CH2:50][C:51]1[C:59]2[C:54](=[CH:55][CH:56]=[CH:57][CH:58]=2)[N:53](OCC2C=CC=CC=2)[CH:52]=1)=[O:47])[CH2:35][C:36](=[O:45])[O:37][CH2:38][C:39]1[CH:44]=[CH:43][CH:42]=[CH:41][CH:40]=1.CCN([CH2:76][CH3:77])CC.[C:78](Cl)(Cl)(Cl)Cl.[CH3:83][C:84]#N. No catalyst specified. The product is [CH2:38]([O:37][C:36](=[O:45])[CH2:35][CH:34]([NH:33][P:9]([O:8][CH2:1][C:2]1[CH:3]=[CH:4][CH:5]=[CH:6][CH:7]=1)([CH2:11][CH2:12][CH2:13][CH2:14][C:15]1[CH:16]=[CH:17][CH:18]=[CH:19][CH:20]=1)=[O:10])[C:46]([NH:48][CH:49]([C:68]([O:70][CH2:78][C:26]1[CH:25]=[CH:77][CH:76]=[CH:84][CH:83]=1)=[O:69])[CH2:50][C:51]1[C:59]2[C:54](=[CH:55][CH:56]=[CH:57][CH:58]=2)[NH:53][CH:52]=1)=[O:47])[C:39]1[CH:44]=[CH:43][CH:42]=[CH:41][CH:40]=1. The yield is 0.440. (3) The reactants are [CH3:1][O:2][C:3]1[CH:8]=[CH:7][C:6]([S:9]([C:12]2[CH:18]=[CH:17][C:15]([NH2:16])=[CH:14][CH:13]=2)(=[O:11])=[O:10])=[CH:5][CH:4]=1.[N:19]1[CH:24]=[CH:23][CH:22]=[C:21]([CH:25]=[CH:26][C:27](Cl)=[O:28])[CH:20]=1.C([O-])([O-])=O.[K+].[K+]. The catalyst is CN(C=O)C. The product is [CH3:1][O:2][C:3]1[CH:4]=[CH:5][C:6]([S:9]([C:12]2[CH:18]=[CH:17][C:15]([NH:16][C:27](=[O:28])[CH:26]=[CH:25][C:21]3[CH:20]=[N:19][CH:24]=[CH:23][CH:22]=3)=[CH:14][CH:13]=2)(=[O:10])=[O:11])=[CH:7][CH:8]=1. The yield is 0.580. (4) The reactants are Cl.FC1C=C(C=CC=1)CN1C=C(C2C3C(=NC=C(C4C=CC(C5CCNCC5)=CC=4)C=3)N(S(C3C=CC(C)=CC=3)(=O)=O)C=2)C=N1.[Cl:46][C:47]1[CH:48]=[C:49]([CH:91]=[CH:92][CH:93]=1)[CH2:50][N:51]1[CH:55]=[C:54]([C:56]2[C:64]3[C:59](=[N:60][CH:61]=[C:62]([C:65]4[CH:66]=[CH:67][C:68]([N:71]5[CH2:76][CH2:75][N:74]([CH2:77][C@@H:78]([OH:80])[CH3:79])[CH2:73][CH2:72]5)=[N:69][CH:70]=4)[CH:63]=3)[N:58](S(C3C=CC(C)=CC=3)(=O)=O)[CH:57]=2)[CH:53]=[N:52]1.[OH-].[Li+]. The catalyst is C1COCC1.CO.O. The product is [Cl:46][C:47]1[CH:48]=[C:49]([CH:91]=[CH:92][CH:93]=1)[CH2:50][N:51]1[CH:55]=[C:54]([C:56]2[C:64]3[C:59](=[N:60][CH:61]=[C:62]([C:65]4[CH:66]=[CH:67][C:68]([N:71]5[CH2:72][CH2:73][N:74]([CH2:77][C@@H:78]([OH:80])[CH3:79])[CH2:75][CH2:76]5)=[N:69][CH:70]=4)[CH:63]=3)[NH:58][CH:57]=2)[CH:53]=[N:52]1. The yield is 0.260. (5) The reactants are [C:1]([O:5][CH3:6])(=[O:4])[CH2:2][SH:3].CC(C)([O-])C.[Na+].C([O:15][C:16](=O)[C:17]1[CH:22]=[CH:21][C:20]([C:23]2[CH:28]=[CH:27][CH:26]=[CH:25][CH:24]=2)=[N:19][C:18]=1Cl)C.Br[CH2:32][C:33]([O:35][CH2:36][CH3:37])=[O:34].Cl. The catalyst is O.CN(C=O)C. The product is [CH3:6][O:5][C:1]([C:2]1[S:3][C:18]2=[N:19][C:20]([C:23]3[CH:28]=[CH:27][CH:26]=[CH:25][CH:24]=3)=[CH:21][CH:22]=[C:17]2[C:16]=1[O:15][CH2:32][C:33]([O:35][CH2:36][CH3:37])=[O:34])=[O:4]. The yield is 0.130.